The task is: Predict the product of the given reaction.. This data is from Forward reaction prediction with 1.9M reactions from USPTO patents (1976-2016). (1) Given the reactants [F:1][C:2]1[CH:7]=[CH:6][C:5]([N:8]2[C:16]3[C:11](=[CH:12][C:13]([O:17][C@H:18]([C:22]4[CH:27]=[CH:26][CH:25]=[C:24]([O:28][CH3:29])[CH:23]=4)[C@@H:19]([NH2:21])[CH3:20])=[CH:14][CH:15]=3)[CH:10]=[N:9]2)=[CH:4][CH:3]=1.[CH3:30][C:31]1[S:35][C:34]([C:36](O)=[O:37])=[N:33][CH:32]=1, predict the reaction product. The product is: [F:1][C:2]1[CH:3]=[CH:4][C:5]([N:8]2[C:16]3[C:11](=[CH:12][C:13]([O:17][C@H:18]([C:22]4[CH:27]=[CH:26][CH:25]=[C:24]([O:28][CH3:29])[CH:23]=4)[C@@H:19]([NH:21][C:36]([C:34]4[S:35][C:31]([CH3:30])=[CH:32][N:33]=4)=[O:37])[CH3:20])=[CH:14][CH:15]=3)[CH:10]=[N:9]2)=[CH:6][CH:7]=1. (2) Given the reactants Cl.CN(C)CCCN=C=NCC.[NH2:13][C:14]1[C:22]2[C:17](=[CH:18][CH:19]=[C:20]([C:23]3[O:27][C:26]([C:28]([OH:30])=O)=[CH:25][CH:24]=3)[CH:21]=2)[NH:16][N:15]=1.[OH:31][C:32]1[CH:33]=[C:34]([CH:37]=[CH:38][CH:39]=1)[CH2:35][NH2:36].O, predict the reaction product. The product is: [OH:31][C:32]1[CH:33]=[C:34]([CH:37]=[CH:38][CH:39]=1)[CH2:35][NH:36][C:28]([C:26]1[O:27][C:23]([C:20]2[CH:21]=[C:22]3[C:17](=[CH:18][CH:19]=2)[NH:16][N:15]=[C:14]3[NH2:13])=[CH:24][CH:25]=1)=[O:30]. (3) The product is: [OH:11][C:10]1([CH2:33][C:34](=[O:35])[CH3:36])[C:9]2[C:4](=[CH:5][CH:6]=[CH:7][CH:8]=2)[N:3]([CH:12]2[CH2:17][CH2:16][N:15]([C:18]([O:20][C:21]([CH3:24])([CH3:23])[CH3:22])=[O:19])[CH2:14][CH2:13]2)[C:2]1=[O:1]. Given the reactants [O:1]=[C:2]1[C:10](=[O:11])[C:9]2[C:4](=[CH:5][CH:6]=[CH:7][CH:8]=2)[N:3]1[CH:12]1[CH2:17][CH2:16][N:15]([C:18]([O:20][C:21]([CH3:24])([CH3:23])[CH3:22])=[O:19])[CH2:14][CH2:13]1.N1CCC[C@H]1C(O)=O.[CH3:33][C:34]([CH3:36])=[O:35], predict the reaction product. (4) Given the reactants [C:1]([CH2:3][CH2:4][CH2:5][N:6]([S:17]([CH3:20])(=[O:19])=[O:18])[C:7]1[CH:8]=[C:9]([NH:13][C:14](=[O:16])[CH3:15])[CH:10]=[CH:11][CH:12]=1)#[N:2].[Br:21][C:22]1[C:23](Cl)=[N:24][C:25]([Cl:28])=[N:26][CH:27]=1.C(N(CC)CC)C, predict the reaction product. The product is: [Br:21][C:22]1[C:23]([NH:2][CH2:1][CH2:3][CH2:4][CH2:5][N:6]([S:17]([CH3:20])(=[O:19])=[O:18])[C:7]2[CH:8]=[C:9]([NH:13][C:14](=[O:16])[CH3:15])[CH:10]=[CH:11][CH:12]=2)=[N:24][C:25]([Cl:28])=[N:26][CH:27]=1. (5) Given the reactants Cl.[NH2:2][C:3]1[C:12]2[N:13]=[C:14]([CH2:19][O:20][CH2:21][CH3:22])[N:15]([CH2:16][CH2:17][CH3:18])[C:11]=2[C:10]2[CH:9]=[C:8]([O:23][CH2:24][CH2:25][NH:26]C(=O)OC(C)(C)C)[CH:7]=[CH:6][C:5]=2[N:4]=1, predict the reaction product. The product is: [NH2:26][CH2:25][CH2:24][O:23][C:8]1[CH:7]=[CH:6][C:5]2[N:4]=[C:3]([NH2:2])[C:12]3[N:13]=[C:14]([CH2:19][O:20][CH2:21][CH3:22])[N:15]([CH2:16][CH2:17][CH3:18])[C:11]=3[C:10]=2[CH:9]=1. (6) Given the reactants [CH3:1][O:2][CH2:3][CH2:4][CH2:5][N:6]1[C:11]2[CH:12]=[C:13]([CH2:16][O:17][CH:18]3[CH:23]([C:24]4[CH:29]=[CH:28][C:27]([O:30][CH2:31][CH2:32]OS(C5C=CC(C)=CC=5)(=O)=O)=[CH:26][CH:25]=4)[CH2:22][CH2:21][N:20]([C:44]([O:46][CH2:47][C:48]4[CH:53]=[CH:52][CH:51]=[CH:50][CH:49]=4)=[O:45])[CH2:19]3)[CH:14]=[CH:15][C:10]=2[O:9][CH2:8][CH2:7]1.[CH3:54][NH:55][CH3:56], predict the reaction product. The product is: [CH3:54][N:55]([CH3:56])[CH2:32][CH2:31][O:30][C:27]1[CH:28]=[CH:29][C:24]([CH:23]2[CH2:22][CH2:21][N:20]([C:44]([O:46][CH2:47][C:48]3[CH:49]=[CH:50][CH:51]=[CH:52][CH:53]=3)=[O:45])[CH2:19][CH:18]2[O:17][CH2:16][C:13]2[CH:14]=[CH:15][C:10]3[O:9][CH2:8][CH2:7][N:6]([CH2:5][CH2:4][CH2:3][O:2][CH3:1])[C:11]=3[CH:12]=2)=[CH:25][CH:26]=1. (7) Given the reactants [NH2:1][C:2]1[CH:3]=[C:4]2[C:8](=[CH:9][C:10]=1[N+:11]([O-:13])=[O:12])[NH:7][C:6](=[O:14])[C:5]2([CH3:16])[CH3:15].N1C=CC=CC=1.[CH3:23][O:24][C:25]1[CH:33]=[CH:32][C:28]([C:29](Cl)=[O:30])=[CH:27][CH:26]=1.C(Cl)(Cl)Cl, predict the reaction product. The product is: [CH3:15][C:5]1([CH3:16])[C:4]2[C:8](=[CH:9][C:10]([N+:11]([O-:13])=[O:12])=[C:2]([NH:1][C:29](=[O:30])[C:28]3[CH:32]=[CH:33][C:25]([O:24][CH3:23])=[CH:26][CH:27]=3)[CH:3]=2)[NH:7][C:6]1=[O:14].